This data is from Catalyst prediction with 721,799 reactions and 888 catalyst types from USPTO. The task is: Predict which catalyst facilitates the given reaction. (1) Product: [NH2:28][C@@H:23]([CH2:24][CH:25]([CH3:27])[CH3:26])[CH2:22][O:21][C:18]1[CH:19]=[CH:20][C:8]2[C:7]3[C:12](=[CH:13][N:14]=[C:5]([NH:4][C:1](=[O:3])[CH3:2])[CH:6]=3)[C:11](=[O:15])[N:10]([CH3:16])[C:9]=2[CH:17]=1. The catalyst class is: 2. Reactant: [C:1]([NH:4][C:5]1[CH:6]=[C:7]2[C:12](=[CH:13][N:14]=1)[C:11](=[O:15])[N:10]([CH3:16])[C:9]1[CH:17]=[C:18]([O:21][CH2:22][C@@H:23]([NH:28]C(=O)OC(C)(C)C)[CH2:24][CH:25]([CH3:27])[CH3:26])[CH:19]=[CH:20][C:8]2=1)(=[O:3])[CH3:2].C(O)(C(F)(F)F)=O. (2) Reactant: [Br:1][C:2]1[CH:3]=[C:4]([CH:9]=[C:10]([CH2:13][C:14]([CH3:16])=[CH2:15])[C:11]=1[OH:12])[C:5]([O:7][CH3:8])=[O:6]. Product: [Br:1][C:2]1[C:11]2[O:12][C:14]([CH3:16])([CH3:15])[CH2:13][C:10]=2[CH:9]=[C:4]([C:5]([O:7][CH3:8])=[O:6])[CH:3]=1. The catalyst class is: 133. (3) Reactant: [P:1]([Cl:5])(Cl)([Cl:3])=[O:2].[CH2:6]([CH:13]([CH2:16][CH2:17][CH2:18][CH2:19][CH2:20][CH2:21][CH2:22][CH2:23][CH3:24])[CH2:14][OH:15])[CH2:7][CH2:8][CH2:9][CH2:10][CH2:11][CH3:12].C(N(CC)CC)C. Product: [CH2:6]([CH:13]([CH2:16][CH2:17][CH2:18][CH2:19][CH2:20][CH2:21][CH2:22][CH2:23][CH3:24])[CH2:14][O:15][P:1]([Cl:5])([Cl:3])=[O:2])[CH2:7][CH2:8][CH2:9][CH2:10][CH2:11][CH3:12]. The catalyst class is: 11. (4) Reactant: [CH3:1][N:2]1[CH2:7][CH:6]=[C:5]([C:8]2[CH:9]=[CH:10][C:11]([N+:14]([O-])=O)=[N:12][CH:13]=2)[CH2:4][CH2:3]1. Product: [CH3:1][N:2]1[CH2:7][CH2:6][CH:5]([C:8]2[CH:9]=[CH:10][C:11]([NH2:14])=[N:12][CH:13]=2)[CH2:4][CH2:3]1. The catalyst class is: 43. (5) Reactant: [CH2:1]([O:3][C:4]([C:6]1[NH:7][C:8]2[C:13]([CH:14]=1)=[CH:12][C:11]([OH:15])=[CH:10][CH:9]=2)=[O:5])[CH3:2].Br[CH2:17][CH2:18][CH2:19][Cl:20].C(=O)([O-])[O-].[K+].[K+]. Product: [CH2:1]([O:3][C:4]([C:6]1[NH:7][C:8]2[C:13]([CH:14]=1)=[CH:12][C:11]([O:15][CH2:17][CH2:18][CH2:19][Cl:20])=[CH:10][CH:9]=2)=[O:5])[CH3:2]. The catalyst class is: 131. (6) Reactant: C(OC([N:8]1[CH2:13][CH2:12][CH:11]([O:14][CH2:15][CH:16]([N:20]2[CH2:29][CH2:28][C:27]3[C:22](=[CH:23][C:24]([O:30][C:31]4[CH:36]=[CH:35][C:34]([F:37])=[CH:33][C:32]=4[F:38])=[CH:25][CH:26]=3)[C:21]2=[O:39])[CH:17]([CH3:19])[CH3:18])[CH2:10][CH2:9]1)=O)(C)(C)C.[C:40](O)([C:42](F)(F)F)=O.[CH2:47]1C[CH2:48]1.CCN(C(C)C)C(C)C.C(O[BH-](OC(=O)C)OC(=O)C)(=O)C. Product: [CH:40]1([CH2:42][CH:15]([O:14][CH:11]2[CH2:12][CH2:13][NH:8][CH2:9][CH2:10]2)[CH:16]([N:20]2[CH2:29][CH2:28][C:27]3[C:22](=[CH:23][C:24]([O:30][C:31]4[CH:36]=[CH:35][C:34]([F:37])=[CH:33][C:32]=4[F:38])=[CH:25][CH:26]=3)[C:21]2=[O:39])[CH:17]([CH3:18])[CH3:19])[CH2:48][CH2:47]1. The catalyst class is: 4. (7) Reactant: [Cl:1][C:2]1[CH:3]=[CH:4][C:5]2[NH:11][C:10](=O)[CH:9]([C:13]([O:15][CH:16]([CH3:18])[CH3:17])=[O:14])[CH2:8][CH:7]([C:19]3[CH:24]=[CH:23][CH:22]=[C:21]([O:25][CH3:26])[C:20]=3[O:27][CH3:28])[C:6]=2[CH:29]=1.C(=O)([O-])O.[Na+].P12(SP3(SP(SP(S3)(S1)=S)(=S)S2)=S)=[S:36].C(OCC)(=O)C. Product: [Cl:1][C:2]1[CH:3]=[CH:4][C:5]2[NH:11][C:10](=[S:36])[CH:9]([C:13]([O:15][CH:16]([CH3:18])[CH3:17])=[O:14])[CH2:8][CH:7]([C:19]3[CH:24]=[CH:23][CH:22]=[C:21]([O:25][CH3:26])[C:20]=3[O:27][CH3:28])[C:6]=2[CH:29]=1. The catalyst class is: 7. (8) Reactant: [CH3:1][O:2][C:3]1[CH:4]=[C:5]2[C:10](=[CH:11][C:12]=1[O:13][CH3:14])[N:9]=[CH:8][CH:7]=[C:6]2[O:15][C:16]1[CH:22]=[CH:21][C:19]([NH2:20])=[C:18]([C:23]([F:26])([F:25])[F:24])[CH:17]=1.C(N(CC)CC)C.ClC(Cl)(O[C:38](=[O:44])OC(Cl)(Cl)Cl)Cl.[S:46]1[CH:50]=[CH:49][N:48]=[C:47]1[C@@H:51]([NH2:53])[CH3:52]. Product: [CH3:1][O:2][C:3]1[CH:4]=[C:5]2[C:10](=[CH:11][C:12]=1[O:13][CH3:14])[N:9]=[CH:8][CH:7]=[C:6]2[O:15][C:16]1[CH:22]=[CH:21][C:19]([NH:20][C:38]([NH:53][C@H:51]([C:47]2[S:46][CH:50]=[CH:49][N:48]=2)[CH3:52])=[O:44])=[C:18]([C:23]([F:25])([F:26])[F:24])[CH:17]=1. The catalyst class is: 22. (9) Reactant: [Cl:1][C:2]1[S:9][C:8]2[CH:7]=[CH:6][N:5]([C:10]([O:12][C:13]([CH3:16])([CH3:15])[CH3:14])=[O:11])[C:4]=2[CH:3]=1.[B:17](OC(C)C)([O:22]C(C)C)[O:18]C(C)C.[Li+].CC([N-]C(C)C)C. Product: [C:13]([O:12][C:10]([N:5]1[C:6]([B:17]([OH:22])[OH:18])=[CH:7][C:8]2[S:9][C:2]([Cl:1])=[CH:3][C:4]1=2)=[O:11])([CH3:16])([CH3:15])[CH3:14]. The catalyst class is: 1. (10) Reactant: [Cl:1][C:2]1[CH:3]=[C:4]([CH:23]=[CH:24][C:25]=1[O:26][CH3:27])[CH2:5][NH:6][C:7]1[C:12]([C:13]([OH:15])=O)=[CH:11][N:10]=[C:9]([N:16]2[CH2:20][CH2:19][CH2:18][C@H:17]2[CH2:21][OH:22])[N:8]=1.CN(C(ON1N=NC2C=CC=NC1=2)=[N+](C)C)C.F[P-](F)(F)(F)(F)F.CCN(C(C)C)C(C)C.[NH2:61][C@H:62]1[CH2:67][CH2:66][C@H:65]([OH:68])[CH2:64][CH2:63]1. Product: [OH:68][C@H:65]1[CH2:66][CH2:67][C@H:62]([NH:61][C:13]([C:12]2[C:7]([NH:6][CH2:5][C:4]3[CH:23]=[CH:24][C:25]([O:26][CH3:27])=[C:2]([Cl:1])[CH:3]=3)=[N:8][C:9]([N:16]3[CH2:20][CH2:19][CH2:18][C@H:17]3[CH2:21][OH:22])=[N:10][CH:11]=2)=[O:15])[CH2:63][CH2:64]1. The catalyst class is: 384.